Dataset: NCI-60 drug combinations with 297,098 pairs across 59 cell lines. Task: Regression. Given two drug SMILES strings and cell line genomic features, predict the synergy score measuring deviation from expected non-interaction effect. Drug 1: C(=O)(N)NO. Drug 2: COC1=C2C(=CC3=C1OC=C3)C=CC(=O)O2. Cell line: DU-145. Synergy scores: CSS=0.816, Synergy_ZIP=0.0193, Synergy_Bliss=-14.1, Synergy_Loewe=-13.7, Synergy_HSA=-12.5.